From a dataset of NCI-60 drug combinations with 297,098 pairs across 59 cell lines. Regression. Given two drug SMILES strings and cell line genomic features, predict the synergy score measuring deviation from expected non-interaction effect. (1) Drug 1: CCN(CC)CCCC(C)NC1=C2C=C(C=CC2=NC3=C1C=CC(=C3)Cl)OC. Drug 2: COC1=C2C(=CC3=C1OC=C3)C=CC(=O)O2. Cell line: RPMI-8226. Synergy scores: CSS=39.4, Synergy_ZIP=-2.66, Synergy_Bliss=-4.76, Synergy_Loewe=-26.4, Synergy_HSA=-2.82. (2) Drug 1: CC1=C(C(CCC1)(C)C)C=CC(=CC=CC(=CC(=O)O)C)C. Drug 2: CCC1(CC2CC(C3=C(CCN(C2)C1)C4=CC=CC=C4N3)(C5=C(C=C6C(=C5)C78CCN9C7C(C=CC9)(C(C(C8N6C)(C(=O)OC)O)OC(=O)C)CC)OC)C(=O)OC)O.OS(=O)(=O)O. Cell line: NCI-H522. Synergy scores: CSS=14.5, Synergy_ZIP=5.79, Synergy_Bliss=7.29, Synergy_Loewe=-7.35, Synergy_HSA=6.03. (3) Drug 1: CC(C)(C1=NC(=CC=C1)N2C3=NC(=NC=C3C(=O)N2CC=C)NC4=CC=C(C=C4)N5CCN(CC5)C)O. Drug 2: CC1CCC2CC(C(=CC=CC=CC(CC(C(=O)C(C(C(=CC(C(=O)CC(OC(=O)C3CCCCN3C(=O)C(=O)C1(O2)O)C(C)CC4CCC(C(C4)OC)OP(=O)(C)C)C)C)O)OC)C)C)C)OC. Cell line: NCI-H460. Synergy scores: CSS=19.6, Synergy_ZIP=2.33, Synergy_Bliss=6.73, Synergy_Loewe=8.58, Synergy_HSA=8.70.